Dataset: Forward reaction prediction with 1.9M reactions from USPTO patents (1976-2016). Task: Predict the product of the given reaction. Given the reactants Cl[C:2]1[N:3]=[CH:4][C:5]2[N:6]([CH3:21])[C:7](=[O:20])[C:8]3([CH2:19][CH2:18]3)[CH2:9][N:10]([CH:13]3[CH2:17][CH2:16][CH2:15][CH2:14]3)[C:11]=2[N:12]=1.[NH2:22][C:23]1[C:28]2[O:29][CH2:30][O:31][C:27]=2[C:26]([C:32]([NH:34][CH:35]2[CH2:40][CH2:39][N:38]([CH3:41])[CH2:37][CH2:36]2)=[O:33])=[CH:25][CH:24]=1.O.C1(C)C=CC(S(O)(=O)=O)=CC=1, predict the reaction product. The product is: [CH:13]1([N:10]2[CH2:9][C:8]3([CH2:19][CH2:18]3)[C:7](=[O:20])[N:6]([CH3:21])[C:5]3[CH:4]=[N:3][C:2]([NH:22][C:23]4[C:28]5[O:29][CH2:30][O:31][C:27]=5[C:26]([C:32]([NH:34][CH:35]5[CH2:40][CH2:39][N:38]([CH3:41])[CH2:37][CH2:36]5)=[O:33])=[CH:25][CH:24]=4)=[N:12][C:11]2=3)[CH2:17][CH2:16][CH2:15][CH2:14]1.